This data is from Peptide-MHC class II binding affinity with 134,281 pairs from IEDB. The task is: Regression. Given a peptide amino acid sequence and an MHC pseudo amino acid sequence, predict their binding affinity value. This is MHC class II binding data. (1) The peptide sequence is AALMMAVSLMVGVSI. The MHC is HLA-DQA10501-DQB10201 with pseudo-sequence HLA-DQA10501-DQB10201. The binding affinity (normalized) is 0.0791. (2) The peptide sequence is LKEFTVSGNILTIRL. The MHC is DRB3_0202 with pseudo-sequence DRB3_0202. The binding affinity (normalized) is 0.941. (3) The peptide sequence is YRQIRSGERFLKIWS. The MHC is HLA-DQA10501-DQB10301 with pseudo-sequence HLA-DQA10501-DQB10301. The binding affinity (normalized) is 0.286. (4) The peptide sequence is EKKYFQATQFEPLAA. The MHC is DRB1_0701 with pseudo-sequence DRB1_0701. The binding affinity (normalized) is 0.727. (5) The peptide sequence is TNISKEHDGECKETV. The binding affinity (normalized) is 0.0461. The MHC is HLA-DPA10201-DPB10101 with pseudo-sequence HLA-DPA10201-DPB10101. (6) The peptide sequence is ESWGAVWRIDTPDKL. The MHC is DRB5_0101 with pseudo-sequence DRB5_0101. The binding affinity (normalized) is 0.345.